This data is from Full USPTO retrosynthesis dataset with 1.9M reactions from patents (1976-2016). The task is: Predict the reactants needed to synthesize the given product. (1) Given the product [CH3:1][N:2]([CH3:3])[CH2:5][CH2:6][CH2:7][CH2:8][O:9][C:10]1[C:11]([O:30][CH3:31])=[CH:12][CH:13]=[C:14]2[C:19]=1[NH:18][C:17](=[O:20])[CH:16]=[CH:15]2, predict the reactants needed to synthesize it. The reactants are: [CH3:1][NH:2][CH3:3].Br[CH2:5][CH2:6][CH2:7][CH2:8][O:9][C:10]1[C:11]([O:30][CH3:31])=[CH:12][CH:13]=[C:14]2[C:19]=1[NH:18][C:17](=[O:20])[CH:16]=[C:15]2NC1C(Cl)=CN=CC=1Cl.C([O-])([O-])=O.[K+].[K+]. (2) Given the product [CH2:1]([O:3][C:4](=[O:28])[CH2:5][C:6]1[CH:7]=[N:8][C:9]([O:26][CH3:27])=[C:10]([C:12]2[CH:17]=[CH:16][C:15]([C:18]([F:20])([F:19])[F:21])=[CH:14][C:13]=2[CH2:22][N:23]([C:30]([O:32][CH2:33][CH3:34])=[O:31])[CH2:24][CH3:25])[CH:11]=1)[CH3:2], predict the reactants needed to synthesize it. The reactants are: [CH2:1]([O:3][C:4](=[O:28])[CH2:5][C:6]1[CH:7]=[N:8][C:9]([O:26][CH3:27])=[C:10]([C:12]2[CH:17]=[CH:16][C:15]([C:18]([F:21])([F:20])[F:19])=[CH:14][C:13]=2[CH2:22][NH:23][CH2:24][CH3:25])[CH:11]=1)[CH3:2].Cl[C:30]([O:32][CH2:33][CH3:34])=[O:31].